The task is: Predict the reaction yield, written as a fraction of the theoretical maximum amount of product (1.0 means a 100% yield; for example, 0.34 means a 34% yield).. This data is from Reaction yield outcomes from USPTO patents with 853,638 reactions. (1) The reactants are [CH3:1][N:2]1[CH2:7][CH2:6][CH2:5][CH:4]([CH2:8][O:9][C:10]2[CH:15]=[CH:14][C:13]([NH2:16])=[CH:12][CH:11]=2)[CH2:3]1.O[CH:18]=[C:19]1[C:27]2[C:22](=[CH:23][CH:24]=[CH:25][CH:26]=2)[NH:21][C:20]1=[O:28]. No catalyst specified. The product is [CH3:1][N:2]1[CH2:7][CH2:6][CH2:5][CH:4]([CH2:8][O:9][C:10]2[CH:11]=[CH:12][C:13]([NH:16][CH:18]=[C:19]3[C:27]4[C:22](=[CH:23][CH:24]=[CH:25][CH:26]=4)[NH:21][C:20]3=[O:28])=[CH:14][CH:15]=2)[CH2:3]1. The yield is 0.810. (2) The product is [Br:1][C:2]1[S:6][C:5]([C:7](=[O:13])[C:8]([OH:10])=[O:9])=[CH:4][CH:3]=1. The reactants are [Br:1][C:2]1[S:6][C:5]([C:7](=[O:13])[C:8]([O:10]CC)=[O:9])=[CH:4][CH:3]=1.[OH-].[Na+]. The catalyst is C1COCC1.CO.O. The yield is 0.950. (3) The reactants are [CH3:1][C:2]1[N:7]=[CH:6][C:5]([CH2:8][CH2:9][N:10]([C:12]2[CH:21]=[CH:20][C:15]([C:16]([O:18]C)=[O:17])=[CH:14][CH:13]=2)N)=[CH:4][CH:3]=1.[CH3:22][N:23]1[CH2:28][CH2:27][C:26](=O)[CH2:25][CH2:24]1. The catalyst is Cl. The product is [CH3:22][N:23]1[CH2:28][CH2:27][C:26]2[N:10]([CH2:9][CH2:8][C:5]3[CH:6]=[N:7][C:2]([CH3:1])=[CH:3][CH:4]=3)[C:12]3[CH:21]=[CH:20][C:15]([C:16]([OH:18])=[O:17])=[CH:14][C:13]=3[C:25]=2[CH2:24]1. The yield is 0.0400. (4) The reactants are [OH:1][C:2]1[C:3]2[O:10][CH:9]=[C:8]([CH:11]3[CH2:16][CH2:15][N:14]([C:17]([O:19][C:20]([CH3:23])([CH3:22])[CH3:21])=[O:18])[CH2:13][CH2:12]3)[C:4]=2[N:5]=[CH:6][N:7]=1.F[P-](F)(F)(F)(F)F.[N:31]1(O[P+](N2CCCC2)(N2CCCC2)N2CCCC2)[C:35]2[CH:36]=[CH:37][CH:38]=[CH:39][C:34]=2[N:33]=[N:32]1.N12CCCN=C1CCCCC2.O. The catalyst is O1CCCC1. The product is [N:31]1([O:1][C:2]2[C:3]3[O:10][CH:9]=[C:8]([CH:11]4[CH2:12][CH2:13][N:14]([C:17]([O:19][C:20]([CH3:23])([CH3:22])[CH3:21])=[O:18])[CH2:15][CH2:16]4)[C:4]=3[N:5]=[CH:6][N:7]=2)[C:35]2[CH:36]=[CH:37][CH:38]=[CH:39][C:34]=2[N:33]=[N:32]1. The yield is 0.830.